From a dataset of Full USPTO retrosynthesis dataset with 1.9M reactions from patents (1976-2016). Predict the reactants needed to synthesize the given product. Given the product [C:31]([NH:30][C:26]1[CH:25]=[C:24]([CH:21]2[CH2:22][CH2:23][N:18]([CH2:17][CH2:16][CH2:15][NH:14][C:9](=[O:11])[C:8]([C:5]3[CH:4]=[CH:3][C:2]([Cl:1])=[CH:7][CH:6]=3)([CH3:13])[CH3:12])[CH2:19][CH2:20]2)[CH:29]=[CH:28][CH:27]=1)(=[O:33])[CH3:32], predict the reactants needed to synthesize it. The reactants are: [Cl:1][C:2]1[CH:7]=[CH:6][C:5]([C:8]([CH3:13])([CH3:12])[C:9]([OH:11])=O)=[CH:4][CH:3]=1.[NH2:14][CH2:15][CH2:16][CH2:17][N:18]1[CH2:23][CH2:22][CH:21]([C:24]2[CH:25]=[C:26]([NH:30][C:31](=[O:33])[CH3:32])[CH:27]=[CH:28][CH:29]=2)[CH2:20][CH2:19]1.